From a dataset of Drug-target binding data from BindingDB using IC50 measurements. Regression. Given a target protein amino acid sequence and a drug SMILES string, predict the binding affinity score between them. We predict pIC50 (pIC50 = -log10(IC50 in M); higher means more potent). Dataset: bindingdb_ic50. (1) The target protein sequence is MSATIEREFEELDAQCRWQPLYLEIRNESHDYPHRVAKFPENRNRNRYRDVSPYDHSRVKLQSAENDYINASLVDIEEAQRSYILTQGPLPNTCCHFWLMVWQQKTRAVVMLNRTVEKESVKCAQYWPTDDREMVFKETGFSVKLLSEDVKSYYTVHLLQLENINSGETRTISHFHYTTWPDFGVPESPASFLNFLFKVRESGSLNPDHGPAVIHCSAGIGRSGTFSLVDTCLVLMEKGEDVNVKQILLSMRKYRMGLIQTPDQLRFSYMAIIEGAKYTKGDSNIQKRWKELSKEDLSPVCRHSQNRTMTEKYNGKRIGSEDEKLTGLSSKVPDTVEESSESILRKRIREDRKATTAQKVQQMRQRLNETERKRKRWLYWQPILTKMGFVSVILVGALVGWTLLFQLNVLPRLTDT. The compound is COc1ccc2c(c1)c1c3c(c4c5ccccc5n(CCC#N)c4c1n2C)C(=O)NC3=O. The pIC50 is 5.0. (2) The small molecule is Cc1nc[n+]([O-])c(C)c1C(=O)N1CCC(C)(N2CCC(N(c3ccccc3)c3ccccc3)CC2)CC1. The target protein (P61814) has sequence MDYQVSSPTYDIDYYTSEPCQKINVKQIAARLLPPLYSLVFIFGFVGNILVVLILINCKRLKSMTDIYLLNLAISDLLFLLTVPFWAHYAAAQWDFGNTMCQLLTGLYFIGFFSGIFFIILLTIDRYLAIVHAVFALKARTVTFGVVTSVITWVVAVFASLPGIIFTRSQREGLHYTCSSHFPYSQYQFWKNFQTLKMVILGLVLPLLVMVICYSGILKTLLRCRNEKKRHRAVRLIFTIMIVYFLFWAPYNIVLLLNTFQEFFGLNNCSSSNRLDQAMQVTETLGMTHCCINPIIYAFVGEKFRNYLLVFFQKHIAKRFCKCCSIFQQEAPERASSVYTRSTGEQEISVGL. The pIC50 is 7.9. (3) The small molecule is CO/N=C(\C(=O)NCP(=O)(O)O)c1cccs1. The target protein sequence is MKKFILPIFSISILVSLSACSSIKTKSEDNFHISSQQHEKAIKSYFDEAQTQGVIIIKEGKNLSTYGNALARANKEYVPASTFKMLNALIGLENHKATTNEIFKWDGKKRTYPMWEKDMTLGEAMALSAVPVYQELARRTGLELMQKEVKRVNFGNTNIGTQVDNFWLVGPLKITPVQEVNFADDLAHNRLPFKLETQEEVKKMLLIKEVNGSKIYAKSGWGMGVTPQVGWLTGWVEQANGKKIPFSLNLEMKEGMSGSIRNEITYKSLENLGII. The pIC50 is 4.3.